From a dataset of Forward reaction prediction with 1.9M reactions from USPTO patents (1976-2016). Predict the product of the given reaction. (1) Given the reactants [Cl:1][C:2]1[C:3]([NH:21][C:22]2[C:31]([F:32])=[CH:30][CH:29]=[CH:28][C:23]=2[C:24]([NH:26][CH3:27])=[O:25])=[N:4][C:5]([NH:8][C:9]2[CH:10]=[CH:11][C:12]3[CH2:18][NH:17][CH2:16][C:15](=[O:19])[NH:14][C:13]=3[CH:20]=2)=[N:6][CH:7]=1.C(=O)([O-])[O-].[K+].[K+].I[CH2:40][CH2:41][C:42]([F:45])([F:44])[F:43], predict the reaction product. The product is: [Cl:1][C:2]1[C:3]([NH:21][C:22]2[C:31]([F:32])=[CH:30][CH:29]=[CH:28][C:23]=2[C:24]([NH:26][CH3:27])=[O:25])=[N:4][C:5]([NH:8][C:9]2[CH:10]=[CH:11][C:12]3[CH2:18][N:17]([CH2:40][CH2:41][C:42]([F:45])([F:44])[F:43])[CH2:16][C:15](=[O:19])[NH:14][C:13]=3[CH:20]=2)=[N:6][CH:7]=1. (2) Given the reactants [CH2:1]([N:8]([CH2:30][CH2:31][C:32]1[CH:37]=[CH:36][C:35]([O:38][CH2:39][CH2:40][CH2:41][CH2:42][C:43]2[CH:48]=[CH:47][CH:46]=[CH:45][CH:44]=2)=[CH:34][CH:33]=1)[CH2:9][C:10]([C:12]1[C:20]2[S:19][C:18]([O:21]C(C)C)=[N:17][C:16]=2[C:15]([O:25]C(C)(C)C)=[CH:14][CH:13]=1)=[O:11])[C:2]1[CH:7]=[CH:6][CH:5]=[CH:4][CH:3]=1, predict the reaction product. The product is: [CH2:1]([N:8]([CH2:9][C:10]([C:12]1[C:20]2[S:19][C:18](=[O:21])[NH:17][C:16]=2[C:15]([OH:25])=[CH:14][CH:13]=1)=[O:11])[CH2:30][CH2:31][C:32]1[CH:33]=[CH:34][C:35]([O:38][CH2:39][CH2:40][CH2:41][CH2:42][C:43]2[CH:48]=[CH:47][CH:46]=[CH:45][CH:44]=2)=[CH:36][CH:37]=1)[C:2]1[CH:7]=[CH:6][CH:5]=[CH:4][CH:3]=1. (3) Given the reactants [C:1](Cl)(=[O:6])[C:2]([CH3:5])([CH3:4])[CH3:3].[NH2:8][C:9]1[C:10]([F:18])=[C:11]([CH:14]=[CH:15][C:16]=1[F:17])[CH2:12][NH2:13].C([O-])(O)=O.[Na+], predict the reaction product. The product is: [NH2:8][C:9]1[C:10]([F:18])=[C:11]([CH:14]=[CH:15][C:16]=1[F:17])[CH2:12][NH:13][C:1](=[O:6])[C:2]([CH3:5])([CH3:4])[CH3:3]. (4) Given the reactants Cl[CH2:2][CH2:3][CH2:4][O:5][C:6]1[CH:11]=[CH:10][C:9]([C:12]2[S:13][C:14]3[CH2:15][NH:16][CH2:17][CH2:18][C:19]=3[N:20]=2)=[CH:8][CH:7]=1.[CH3:21][CH:22]1[CH2:26][CH2:25][CH2:24][NH:23]1.[I-].[Na+], predict the reaction product. The product is: [CH3:21][CH:22]1[CH2:26][CH2:25][CH2:24][N:23]1[CH2:2][CH2:3][CH2:4][O:5][C:6]1[CH:11]=[CH:10][C:9]([C:12]2[S:13][C:14]3[CH2:15][NH:16][CH2:17][CH2:18][C:19]=3[N:20]=2)=[CH:8][CH:7]=1. (5) Given the reactants [Cl:1][C:2]1[C:3]([CH3:44])=[C:4]([C:9]2[C:17]3[C:16]([O:18][C@H:19]([CH2:25][C:26]4[CH:31]=[CH:30][CH:29]=[CH:28][C:27]=4[O:32][CH:33]4[CH2:38][CH2:37][CH2:36][CH2:35][O:34]4)[C:20]([O:22][CH2:23][CH3:24])=[O:21])=[N:15][CH:14]=[N:13][C:12]=3[S:11][C:10]=2[C:39]#[C:40][CH2:41][O:42][CH3:43])[CH:5]=[CH:6][C:7]=1[OH:8].[CH3:45][N:46]1[CH2:51][CH2:50][N:49]([CH2:52][CH2:53]O)[CH2:48][CH2:47]1.C1(P(C2C=CC=CC=2)C2C=CC=CC=2)C=CC=CC=1.N(C(OC(C)(C)C)=O)=NC(OC(C)(C)C)=O, predict the reaction product. The product is: [Cl:1][C:2]1[C:3]([CH3:44])=[C:4]([C:9]2[C:17]3[C:16]([O:18][C@H:19]([CH2:25][C:26]4[CH:31]=[CH:30][CH:29]=[CH:28][C:27]=4[O:32][CH:33]4[CH2:38][CH2:37][CH2:36][CH2:35][O:34]4)[C:20]([O:22][CH2:23][CH3:24])=[O:21])=[N:15][CH:14]=[N:13][C:12]=3[S:11][C:10]=2[C:39]#[C:40][CH2:41][O:42][CH3:43])[CH:5]=[CH:6][C:7]=1[O:8][CH2:53][CH2:52][N:49]1[CH2:50][CH2:51][N:46]([CH3:45])[CH2:47][CH2:48]1.